From a dataset of Catalyst prediction with 721,799 reactions and 888 catalyst types from USPTO. Predict which catalyst facilitates the given reaction. (1) Reactant: [I:1][C:2]1[C:6]([CH2:7]O)=[CH:5][N:4]([CH:9]([CH3:11])[CH3:10])[N:3]=1.P(Br)(Br)[Br:13]. Product: [Br:13][CH2:7][C:6]1[C:2]([I:1])=[N:3][N:4]([CH:9]([CH3:11])[CH3:10])[CH:5]=1. The catalyst class is: 4. (2) The catalyst class is: 4. Reactant: [CH:1]1([NH:4][C:5]2[N:10]=[C:9]([NH:11][C:12]3[CH:17]=[CH:16][CH:15]=[C:14]([O:18][CH3:19])[CH:13]=3)[C:8]([NH:20][C:21]3[CH:26]=[CH:25][CH:24]=[C:23]([O:27][CH3:28])[CH:22]=3)=[CH:7][N:6]=2)[CH2:3][CH2:2]1.[C:29](N1C=CN=C1)(N1C=CN=C1)=[O:30]. Product: [CH:1]1([NH:4][C:5]2[N:10]=[C:9]3[C:8]([N:20]([C:21]4[CH:26]=[CH:25][CH:24]=[C:23]([O:27][CH3:28])[CH:22]=4)[C:29](=[O:30])[N:11]3[C:12]3[CH:17]=[CH:16][CH:15]=[C:14]([O:18][CH3:19])[CH:13]=3)=[CH:7][N:6]=2)[CH2:2][CH2:3]1. (3) Reactant: [C:1]1([CH:8]=[CH:7][CH:6]=[C:4]([OH:5])[CH:3]=1)[OH:2].[OH-].[K+].Cl[C:12]1[CH:19]=[CH:18][CH:17]=[C:16]([C:20]([F:23])([F:22])[F:21])[C:13]=1[C:14]#[N:15].C1(C)C=CC=CC=1. Product: [C:14]([C:13]1[C:16]([C:20]([F:21])([F:22])[F:23])=[CH:17][CH:18]=[CH:19][C:12]=1[O:2][C:1]1[CH:8]=[CH:7][CH:6]=[C:4]([OH:5])[CH:3]=1)#[N:15]. The catalyst class is: 264. (4) Reactant: [CH:1]1([C:7]2[C:15]3[C:10](=[CH:11][C:12]([C:16]([O:18][CH3:19])=[O:17])=[CH:13][CH:14]=3)[NH:9][C:8]=2[C:20]2[CH:25]=[CH:24][C:23]([O:26][CH3:27])=[CH:22][C:21]=2[CH2:28][O:29][Si:30]([CH:37]([CH3:39])[CH3:38])([CH:34]([CH3:36])[CH3:35])[CH:31]([CH3:33])[CH3:32])[CH2:6][CH2:5][CH2:4][CH2:3][CH2:2]1.[H-].[Na+].[CH2:42](Br)[CH:43]=[CH2:44]. Product: [CH2:44]([N:9]1[C:10]2[C:15](=[CH:14][CH:13]=[C:12]([C:16]([O:18][CH3:19])=[O:17])[CH:11]=2)[C:7]([CH:1]2[CH2:6][CH2:5][CH2:4][CH2:3][CH2:2]2)=[C:8]1[C:20]1[CH:25]=[CH:24][C:23]([O:26][CH3:27])=[CH:22][C:21]=1[CH2:28][O:29][Si:30]([CH:31]([CH3:32])[CH3:33])([CH:37]([CH3:39])[CH3:38])[CH:34]([CH3:36])[CH3:35])[CH:43]=[CH2:42]. The catalyst class is: 3. (5) Reactant: [Cl:1][C:2]1[N:7]=[CH:6][CH:5]=[CH:4][N:3]=1.[Li]CCCC.Br[C:14]1[CH:19]=[CH:18][CH:17]=[CH:16][N:15]=1.C(C1C(=O)C(Cl)=C(Cl)C(=O)C=1C#N)#N.[OH-].[Na+]. The catalyst class is: 49. Product: [Cl:1][C:2]1[N:7]=[C:6]([C:14]2[CH:19]=[CH:18][CH:17]=[CH:16][N:15]=2)[CH:5]=[CH:4][N:3]=1.